Dataset: Catalyst prediction with 721,799 reactions and 888 catalyst types from USPTO. Task: Predict which catalyst facilitates the given reaction. (1) Reactant: P(Cl)(Cl)([Cl:3])=O.O[C:7]1[C:12]([C:13]([O:15][CH3:16])=[O:14])=[CH:11][C:10]([C:17]([O:19][CH3:20])=[O:18])=[C:9]([CH2:21][CH2:22][CH3:23])[N:8]=1.C(=O)(O)[O-].[Na+]. Product: [Cl:3][C:7]1[C:12]([C:13]([O:15][CH3:16])=[O:14])=[CH:11][C:10]([C:17]([O:19][CH3:20])=[O:18])=[C:9]([CH2:21][CH2:22][CH3:23])[N:8]=1. The catalyst class is: 10. (2) Reactant: [CH3:1][N:2]1[C:6]([C:7]2[CH:12]=[CH:11][N:10]=[CH:9][CH:8]=2)=[C:5]([CH:13]=[O:14])[C:4](=[O:15])[N:3]1[C:16]1[CH:21]=[CH:20][CH:19]=[CH:18][CH:17]=1.CC(=CC)C.Cl([O-])=[O:28].[Na+].OP([O-])(O)=O.[K+]. Product: [CH3:1][N:2]1[C:6]([C:7]2[CH:8]=[CH:9][N:10]=[CH:11][CH:12]=2)=[C:5]([C:13]([OH:28])=[O:14])[C:4](=[O:15])[N:3]1[C:16]1[CH:21]=[CH:20][CH:19]=[CH:18][CH:17]=1. The catalyst class is: 664. (3) Reactant: Cl[Si](C)(C)[CH3:3].[I-].[K+].[CH:8]1([N:15]2[C:20](=[O:21])[C:19]3[C:22](OC)=[N:23][N:24]([C:25]4[CH:30]=[CH:29][CH:28]=[CH:27][CH:26]=4)[C:18]=3[N:17]=[CH:16]2)[CH2:14][CH2:13][CH2:12][CH2:11][CH2:10][CH2:9]1. Product: [CH:8]1([N:15]2[C:20](=[O:21])[C:19]3[C:22]([CH3:3])=[N:23][N:24]([C:25]4[CH:30]=[CH:29][CH:28]=[CH:27][CH:26]=4)[C:18]=3[N:17]=[CH:16]2)[CH2:14][CH2:13][CH2:12][CH2:11][CH2:10][CH2:9]1. The catalyst class is: 10. (4) Reactant: O[CH:2]([CH:25]1[S:29][C:28](=[O:30])[NH:27][C:26]1=[O:31])[CH2:3][C@H:4]1[CH2:9][CH2:8][CH2:7][C@@H:6]([O:10][CH2:11][C:12]2[N:13]=[C:14]([C:18]3[CH:19]=[C:20]([CH3:24])[CH:21]=[CH:22][CH:23]=3)[O:15][C:16]=2[CH3:17])[CH2:5]1.C(N(CC)CC)C.S(Cl)(C)(=O)=O. Product: [CH3:17][C:16]1[O:15][C:14]([C:18]2[CH:19]=[C:20]([CH3:24])[CH:21]=[CH:22][CH:23]=2)=[N:13][C:12]=1[CH2:11][O:10][C@@H:6]1[CH2:7][CH2:8][CH2:9][C@H:4]([CH2:3][CH:2]=[C:25]2[S:29][C:28](=[O:30])[NH:27][C:26]2=[O:31])[CH2:5]1. The catalyst class is: 4.